The task is: Regression/Classification. Given a drug SMILES string, predict its toxicity properties. Task type varies by dataset: regression for continuous values (e.g., LD50, hERG inhibition percentage) or binary classification for toxic/non-toxic outcomes (e.g., AMES mutagenicity, cardiotoxicity, hepatotoxicity). Dataset: herg_karim.. This data is from hERG potassium channel inhibition data for cardiac toxicity prediction from Karim et al.. The molecule is COc1ccc([C@H]2CN(CCCC3CCOCC3)C[C@@H]2CNC(=O)c2cccc(Cl)c2)cc1. The result is 1 (blocker).